Dataset: Catalyst prediction with 721,799 reactions and 888 catalyst types from USPTO. Task: Predict which catalyst facilitates the given reaction. Reactant: [H][H].[BH4-].[Na+].[C:5]1([C:15]2[CH:20]=[CH:19][CH:18]=[CH:17][CH:16]=2)[CH:10]=[CH:9][C:8]([CH2:11][C:12](O)=[O:13])=[CH:7][CH:6]=1.[OH-].[Na+]. Product: [C:5]1([C:15]2[CH:16]=[CH:17][CH:18]=[CH:19][CH:20]=2)[CH:6]=[CH:7][C:8]([CH2:11][CH2:12][OH:13])=[CH:9][CH:10]=1. The catalyst class is: 6.